From a dataset of Catalyst prediction with 721,799 reactions and 888 catalyst types from USPTO. Predict which catalyst facilitates the given reaction. (1) Reactant: Br[C:2]1[N:7]=[C:6]([C:8]([OH:10])=[O:9])[CH:5]=[CH:4][CH:3]=1.[C:11]1(B(O)O)[CH:16]=[CH:15][CH:14]=[CH:13][CH:12]=1.C([O-])([O-])=O.[Na+].[Na+]. Product: [C:11]1([C:2]2[N:7]=[C:6]([C:8]([OH:10])=[O:9])[CH:5]=[CH:4][CH:3]=2)[CH:16]=[CH:15][CH:14]=[CH:13][CH:12]=1. The catalyst class is: 57. (2) Reactant: [NH2:1][C:2]1[CH:3]=[C:4]2[C:20](=[O:21])[NH:19][N:18]=[CH:17][C:6]3=[C:7]([C:11]4[CH:16]=[CH:15][CH:14]=[CH:13][CH:12]=4)[NH:8][C:9]([CH:10]=1)=[C:5]23.[CH3:22][C:23]([O:26][C:27]([NH:29][C@H:30]([C:34]1[CH:39]=[CH:38][C:37]([OH:40])=[CH:36][CH:35]=1)[C:31](O)=[O:32])=[O:28])([CH3:25])[CH3:24].C(N(CC)CC)C.F[P-](F)(F)(F)(F)F.N1(OC(N(C)C)=[N+](C)C)C2N=CC=CC=2N=N1. Product: [OH:40][C:37]1[CH:38]=[CH:39][C:34]([C@@H:30]([NH:29][C:27](=[O:28])[O:26][C:23]([CH3:24])([CH3:22])[CH3:25])[C:31](=[O:32])[NH:1][C:2]2[CH:3]=[C:4]3[C:20](=[O:21])[NH:19][N:18]=[CH:17][C:6]4=[C:7]([C:11]5[CH:12]=[CH:13][CH:14]=[CH:15][CH:16]=5)[NH:8][C:9]([CH:10]=2)=[C:5]34)=[CH:35][CH:36]=1. The catalyst class is: 306. (3) Reactant: [OH:1][C:2]1[C:3]2[O:16][N:15]=[C:14]([C:17]3[CH:22]=[CH:21][C:20]([O:23][CH3:24])=[CH:19][CH:18]=3)[C:4]=2[C:5](I)=[N:6][C:7]=1[C:8]([O:10][CH2:11][CH3:12])=[O:9].[CH3:25]B(O)O.C(=O)([O-])[O-].[Cs+].[Cs+]. Product: [OH:1][C:2]1[C:3]2[O:16][N:15]=[C:14]([C:17]3[CH:22]=[CH:21][C:20]([O:23][CH3:24])=[CH:19][CH:18]=3)[C:4]=2[C:5]([CH3:25])=[N:6][C:7]=1[C:8]([O:10][CH2:11][CH3:12])=[O:9]. The catalyst class is: 73. (4) Reactant: [O:1]=[C:2]1[O:6][C@H:5]2[CH2:7][C@@H:8]([O:22][C:23](=[O:30])[C:24]3[CH:29]=[CH:28][CH:27]=[CH:26][CH:25]=3)[C@H:9](/[CH:10]=[CH:11]/[C:12](=[O:21])[CH2:13][CH2:14][C:15]3[CH:20]=[CH:19][CH:18]=[CH:17][CH:16]=3)[C@H:4]2[CH2:3]1.CO. Product: [OH:21][C@@H:12]([CH2:13][CH2:14][C:15]1[CH:20]=[CH:19][CH:18]=[CH:17][CH:16]=1)/[CH:11]=[CH:10]/[C@@H:9]1[C@@H:4]2[C@@H:5]([O:6][C:2](=[O:1])[CH2:3]2)[CH2:7][C@H:8]1[O:22][C:23](=[O:30])[C:24]1[CH:25]=[CH:26][CH:27]=[CH:28][CH:29]=1. The catalyst class is: 1. (5) Reactant: [NH2:1][C@H:2]([C@@H:4]1[CH2:8][CH2:7][N:6]([C:9]2[C:18]([O:19][CH3:20])=[C:17]3[C:12]([C:13](=[O:33])[C:14]([C:28]([O:30][CH2:31][CH3:32])=[O:29])=[C:15]([S:24](C)(=O)=O)[N:16]3[CH:21]3[CH2:23][CH2:22]3)=[CH:11][C:10]=2[F:34])[CH2:5]1)[CH3:3].O.[SH-].[Na+]. Product: [NH2:1][C@H:2]([C@@H:4]1[CH2:8][CH2:7][N:6]([C:9]2[C:18]([O:19][CH3:20])=[C:17]3[C:12]([C:13](=[O:33])[C:14]([C:28]([O:30][CH2:31][CH3:32])=[O:29])=[C:15]([SH:24])[N:16]3[CH:21]3[CH2:22][CH2:23]3)=[CH:11][C:10]=2[F:34])[CH2:5]1)[CH3:3]. The catalyst class is: 149. (6) Reactant: [Cl:1][C:2]1[CH:3]=[C:4]([C:11]([CH3:39])([CH3:38])[CH2:12][C:13]([OH:37])([C:33]([F:36])([F:35])[F:34])[CH2:14][C:15]#[C:16][C:17]2[C:22]([NH:23]C(=O)C(F)(F)F)=[CH:21][N:20]=[C:19]([CH:30]([CH3:32])[CH3:31])[N:18]=2)[C:5]2[O:9][CH2:8][CH2:7][C:6]=2[CH:10]=1.CN(C)C(=N)N(C)C. Product: [Cl:1][C:2]1[CH:3]=[C:4]([C:11]([CH3:38])([CH3:39])[CH2:12][C:13]([CH2:14][C:15]2[NH:23][C:22]3[CH:21]=[N:20][C:19]([CH:30]([CH3:32])[CH3:31])=[N:18][C:17]=3[CH:16]=2)([OH:37])[C:33]([F:36])([F:35])[F:34])[C:5]2[O:9][CH2:8][CH2:7][C:6]=2[CH:10]=1. The catalyst class is: 12. (7) Reactant: [NH2:1][C:2]1[CH:7]=[CH:6][C:5]([CH:8]2[CH2:13][CH2:12][N:11]([C:14](=[O:16])[CH3:15])[CH2:10][CH2:9]2)=[CH:4][CH:3]=1.C1C(=O)N([Br:24])C(=O)C1. Product: [NH2:1][C:2]1[CH:7]=[CH:6][C:5]([CH:8]2[CH2:13][CH2:12][N:11]([C:14](=[O:16])[CH3:15])[CH2:10][CH2:9]2)=[CH:4][C:3]=1[Br:24]. The catalyst class is: 2. (8) Reactant: [Cl:1][C:2]1[C:3]([NH:21][C:22]2[CH:27]=[CH:26][C:25]([O:28][CH3:29])=[CH:24][C:23]=2[NH:30][S:31]([CH3:34])(=[O:33])=[O:32])=[N:4][C:5]([NH:8][C:9]2[C:10]([CH3:20])=[C:11]([CH:17]=[CH:18][CH:19]=2)[O:12][CH2:13][C:14](O)=[O:15])=[N:6][CH:7]=1.C(Cl)CCl.[CH:40]1[CH:40]=[CH:41][C:42]2[N:47](O)N=[N:47][C:42]=2[CH:41]=1.CCN(C(C)C)C(C)C.N1CCC1. Product: [N:47]1([C:14](=[O:15])[CH2:13][O:12][C:11]2[C:10]([CH3:20])=[C:9]([NH:8][C:5]3[N:4]=[C:3]([NH:21][C:22]4[CH:27]=[CH:26][C:25]([O:28][CH3:29])=[CH:24][C:23]=4[NH:30][S:31]([CH3:34])(=[O:33])=[O:32])[C:2]([Cl:1])=[CH:7][N:6]=3)[CH:19]=[CH:18][CH:17]=2)[CH2:42][CH2:41][CH2:40]1. The catalyst class is: 136.